This data is from NCI-60 drug combinations with 297,098 pairs across 59 cell lines. The task is: Regression. Given two drug SMILES strings and cell line genomic features, predict the synergy score measuring deviation from expected non-interaction effect. (1) Drug 1: C1C(C(OC1N2C=C(C(=O)NC2=O)F)CO)O. Drug 2: CS(=O)(=O)CCNCC1=CC=C(O1)C2=CC3=C(C=C2)N=CN=C3NC4=CC(=C(C=C4)OCC5=CC(=CC=C5)F)Cl. Cell line: NCI-H226. Synergy scores: CSS=-0.668, Synergy_ZIP=-0.611, Synergy_Bliss=-1.68, Synergy_Loewe=-1.85, Synergy_HSA=-1.82. (2) Drug 1: CC12CCC(CC1=CCC3C2CCC4(C3CC=C4C5=CN=CC=C5)C)O. Drug 2: CC(C)NC(=O)C1=CC=C(C=C1)CNNC.Cl. Cell line: SK-MEL-28. Synergy scores: CSS=1.69, Synergy_ZIP=3.17, Synergy_Bliss=6.77, Synergy_Loewe=-2.13, Synergy_HSA=0.441. (3) Drug 1: CN1CCC(CC1)COC2=C(C=C3C(=C2)N=CN=C3NC4=C(C=C(C=C4)Br)F)OC. Drug 2: C(=O)(N)NO. Cell line: UACC-257. Synergy scores: CSS=-0.334, Synergy_ZIP=-0.227, Synergy_Bliss=-3.40, Synergy_Loewe=-6.75, Synergy_HSA=-4.67. (4) Drug 1: C1=CC=C(C(=C1)C(C2=CC=C(C=C2)Cl)C(Cl)Cl)Cl. Drug 2: CC1CCC2CC(C(=CC=CC=CC(CC(C(=O)C(C(C(=CC(C(=O)CC(OC(=O)C3CCCCN3C(=O)C(=O)C1(O2)O)C(C)CC4CCC(C(C4)OC)O)C)C)O)OC)C)C)C)OC. Cell line: OVCAR-8. Synergy scores: CSS=25.7, Synergy_ZIP=-0.141, Synergy_Bliss=10.6, Synergy_Loewe=10.5, Synergy_HSA=10.7. (5) Drug 1: CNC(=O)C1=CC=CC=C1SC2=CC3=C(C=C2)C(=NN3)C=CC4=CC=CC=N4. Drug 2: COC1=C(C=C2C(=C1)N=CN=C2NC3=CC(=C(C=C3)F)Cl)OCCCN4CCOCC4. Cell line: SK-MEL-2. Synergy scores: CSS=20.2, Synergy_ZIP=-1.97, Synergy_Bliss=2.11, Synergy_Loewe=0.678, Synergy_HSA=1.04. (6) Drug 1: C1C(C(OC1N2C=C(C(=O)NC2=O)F)CO)O. Drug 2: CC1=C2C(C(=O)C3(C(CC4C(C3C(C(C2(C)C)(CC1OC(=O)C(C(C5=CC=CC=C5)NC(=O)C6=CC=CC=C6)O)O)OC(=O)C7=CC=CC=C7)(CO4)OC(=O)C)O)C)OC(=O)C. Cell line: A549. Synergy scores: CSS=20.7, Synergy_ZIP=-3.12, Synergy_Bliss=-2.60, Synergy_Loewe=-18.7, Synergy_HSA=-1.93. (7) Drug 1: C1CN1P(=S)(N2CC2)N3CC3. Drug 2: CCC(=C(C1=CC=CC=C1)C2=CC=C(C=C2)OCCN(C)C)C3=CC=CC=C3.C(C(=O)O)C(CC(=O)O)(C(=O)O)O. Cell line: SN12C. Synergy scores: CSS=32.9, Synergy_ZIP=-8.82, Synergy_Bliss=1.54, Synergy_Loewe=-8.07, Synergy_HSA=1.00.